Task: Predict the reactants needed to synthesize the given product.. Dataset: Full USPTO retrosynthesis dataset with 1.9M reactions from patents (1976-2016) (1) Given the product [Br:18][CH2:16][C:5]1[C:6]([C:12]([F:15])([F:14])[F:13])=[N:7][N:8]([CH:9]([CH3:10])[CH3:11])[C:4]=1[O:3][CH:2]([F:1])[F:17], predict the reactants needed to synthesize it. The reactants are: [F:1][CH:2]([F:17])[O:3][C:4]1[N:8]([CH:9]([CH3:11])[CH3:10])[N:7]=[C:6]([C:12]([F:15])([F:14])[F:13])[C:5]=1[CH3:16].[Br:18]N1C(=O)CCC1=O.N(C(C)(C)C#N)=NC(C)(C)C#N.O. (2) Given the product [NH2:2][C@H:10]1[CH2:5][CH2:6][CH2:7][CH2:8][C@@H:9]1[CH2:21][OH:22], predict the reactants needed to synthesize it. The reactants are: Cl.[NH:2]1[C@@H:10]2[C@H:5]([CH2:6][CH2:7][CH2:8][CH2:9]2)C[C@H]1C(OCC1C=CC=CC=1)=O.[CH3:21][OH:22]. (3) Given the product [Br-:4].[OH:25][C:19]1[CH:20]=[CH:21][C:22]([CH3:24])=[CH:23][C:18]=1[CH:11]([C:12]1[CH:17]=[CH:16][CH:15]=[CH:14][CH:13]=1)[CH2:10][CH2:9][N+:8]([CH2:3][CH:2]=[CH2:1])([CH2:5][CH:6]=[CH2:7])[CH2:26][CH:27]=[CH2:28], predict the reactants needed to synthesize it. The reactants are: [CH2:1]([Br:4])[CH:2]=[CH2:3].[CH2:5]([N:8]([CH2:26][CH:27]=[CH2:28])[CH2:9][CH2:10][CH:11]([C:18]1[CH:23]=[C:22]([CH3:24])[CH:21]=[CH:20][C:19]=1[OH:25])[C:12]1[CH:17]=[CH:16][CH:15]=[CH:14][CH:13]=1)[CH:6]=[CH2:7]. (4) Given the product [CH:1]1([N:6]2[CH2:7][CH2:8][N:9]([C:12]([C:14]3[CH:15]=[C:16]4[C:20](=[CH:21][CH:22]=3)[N:19]([C:37]3[CH:38]=[CH:39][C:34]([CH3:33])=[CH:35][CH:36]=3)[C:18]([C:23]([N:25]3[CH2:26][CH2:27][C:28]([F:31])([F:32])[CH2:29][CH2:30]3)=[O:24])=[CH:17]4)=[O:13])[CH2:10][CH2:11]2)[CH2:5][CH2:4][CH2:3][CH2:2]1, predict the reactants needed to synthesize it. The reactants are: [CH:1]1([N:6]2[CH2:11][CH2:10][N:9]([C:12]([C:14]3[CH:15]=[C:16]4[C:20](=[CH:21][CH:22]=3)[NH:19][C:18]([C:23]([N:25]3[CH2:30][CH2:29][C:28]([F:32])([F:31])[CH2:27][CH2:26]3)=[O:24])=[CH:17]4)=[O:13])[CH2:8][CH2:7]2)[CH2:5][CH2:4][CH2:3][CH2:2]1.[CH3:33][C:34]1[CH:39]=[CH:38][C:37](B(O)O)=[CH:36][CH:35]=1.N1C=CC=CC=1. (5) Given the product [ClH:1].[NH2:28][CH:14]1[CH2:15][CH:16]([C:18]2[CH:23]=[CH:22][C:21]([C:24]([F:27])([F:25])[F:26])=[CH:20][CH:19]=2)[CH2:17][N:12]([C:10]([N:7]2[CH2:6][CH2:5][CH:4]([C:2]#[N:3])[CH2:9][CH2:8]2)=[O:11])[CH2:13]1, predict the reactants needed to synthesize it. The reactants are: [ClH:1].[C:2]([CH:4]1[CH2:9][CH2:8][N:7]([C:10]([N:12]2[CH2:17][CH:16]([C:18]3[CH:23]=[CH:22][C:21]([C:24]([F:27])([F:26])[F:25])=[CH:20][CH:19]=3)[CH2:15][CH:14]([NH:28]C(=O)OC(C)(C)C)[CH2:13]2)=[O:11])[CH2:6][CH2:5]1)#[N:3]. (6) Given the product [C:32]([O:36][C:37](=[O:45])[NH:38][CH:39]1[CH2:44][CH2:43][CH2:42][N:41]([C:20]2[S:21][C:17](=[CH:16][C:12]3[CH:11]=[C:10]4[C:15](=[CH:14][CH:13]=3)[N:7]([CH2:6][C:5]3[CH:26]=[CH:27][C:2]([Cl:1])=[CH:3][C:4]=3[C:28]([F:30])([F:31])[F:29])[N:8]=[CH:9]4)[C:18](=[O:25])[N:19]=2)[CH2:40]1)([CH3:35])([CH3:33])[CH3:34].[NH2:38][C@@H:39]1[CH2:44][CH2:43][CH2:42][N:41]([C:20]2[S:21][C:17](=[CH:16][C:12]3[CH:11]=[C:10]4[C:15](=[CH:14][CH:13]=3)[N:7]([CH2:6][C:5]3[CH:26]=[CH:27][C:2]([Cl:1])=[CH:3][C:4]=3[C:28]([F:29])([F:31])[F:30])[N:8]=[CH:9]4)[C:18](=[O:25])[N:19]=2)[CH2:40]1, predict the reactants needed to synthesize it. The reactants are: [Cl:1][C:2]1[CH:27]=[CH:26][C:5]([CH2:6][N:7]2[C:15]3[C:10](=[CH:11][C:12]([CH:16]=[C:17]4[S:21][C:20](SCC)=[N:19][C:18]4=[O:25])=[CH:13][CH:14]=3)[CH:9]=[N:8]2)=[C:4]([C:28]([F:31])([F:30])[F:29])[CH:3]=1.[C:32]([O:36][C:37](=[O:45])[NH:38][C@@H:39]1[CH2:44][CH2:43][CH2:42][NH:41][CH2:40]1)([CH3:35])([CH3:34])[CH3:33]. (7) Given the product [C:50]([O:49][C:48]([N:47]=[C:38]([NH:39][C:40]([O:41][C:42]([CH3:45])([CH3:44])[CH3:43])=[O:46])[NH:1][C@H:2]([C:15]([NH:17][C:18]1[CH:19]=[N:20][N:21]([CH3:24])[C:22]=1[NH2:23])=[O:16])[CH2:3][CH2:4][CH2:5][CH2:6][NH:7][C:8](=[O:14])[O:9][C:10]([CH3:13])([CH3:12])[CH3:11])=[O:54])([CH3:53])([CH3:52])[CH3:51], predict the reactants needed to synthesize it. The reactants are: [NH2:1][C@H:2]([C:15]([NH:17][C:18]1[CH:19]=[N:20][N:21]([CH3:24])[C:22]=1[NH2:23])=[O:16])[CH2:3][CH2:4][CH2:5][CH2:6][NH:7][C:8](=[O:14])[O:9][C:10]([CH3:13])([CH3:12])[CH3:11].C(N(CC)CC)C.FC(F)(F)S(N=[C:38]([NH:47][C:48](=[O:54])[O:49][C:50]([CH3:53])([CH3:52])[CH3:51])[NH:39][C:40](=[O:46])[O:41][C:42]([CH3:45])([CH3:44])[CH3:43])(=O)=O.